This data is from Cav3 T-type calcium channel HTS with 100,875 compounds. The task is: Binary Classification. Given a drug SMILES string, predict its activity (active/inactive) in a high-throughput screening assay against a specified biological target. (1) The compound is OC(Cn1c2c(n(c(=O)n(c2=O)C)C)nc1)Cn1nc(cc1C)C. The result is 0 (inactive). (2) The compound is S(c1n(c2c(cccc2)C)c(nn1)C)Cc1sc2c(n1)cccc2. The result is 0 (inactive). (3) The drug is S(=O)(=O)(N1CCOCC1)c1ccc(cc1)C(=O)NCc1n(c2c(OC)cccc2)c(=S)[nH]n1. The result is 0 (inactive). (4) The drug is S(c1n(c2c(n(c(=O)n(c2=O)C)C)n1)CCC)CC(=O)NCc1sccc1. The result is 0 (inactive). (5) The drug is OC(CN1CCN(CC1)c1ccc(OC)cc1)COc1c(CC=C)cc(OC)cc1. The result is 0 (inactive). (6) The drug is Clc1c(S(=O)(=O)N(CC)CC)cc(cc1)C(O)=O. The result is 0 (inactive). (7) The molecule is O(CC=1C2C(C(C2)CC1)(C)C)CC(O)CN1CCN(CC1)C(OCC)=O. The result is 0 (inactive). (8) The result is 0 (inactive). The molecule is s1c(C(=O)c2c3c(n(CC(=O)N4CCc5c(C4)cccc5)c2)cccc3)ccc1. (9) The molecule is O=c1n(NC(=O)c2occc2)c(nc2c1cccc2)c1ccccc1. The result is 0 (inactive).